From a dataset of Full USPTO retrosynthesis dataset with 1.9M reactions from patents (1976-2016). Predict the reactants needed to synthesize the given product. Given the product [CH3:1][N:2]([CH3:16])[S:3]([C:6]1[CH:7]=[C:8]2[C:12](=[CH:13][CH:14]=1)[NH:11][C:10](=[O:15])[C:9]2=[CH:27][C:26]1[NH:25][CH:24]=[C:23]2[C:22]=1[CH2:21][CH2:20][NH:19][C:18]2=[O:17])(=[O:5])=[O:4], predict the reactants needed to synthesize it. The reactants are: [CH3:1][N:2]([CH3:16])[S:3]([C:6]1[CH:7]=[C:8]2[C:12](=[CH:13][CH:14]=1)[NH:11][C:10](=[O:15])[CH2:9]2)(=[O:5])=[O:4].[O:17]=[C:18]1[C:23]2=[CH:24][NH:25][C:26]([CH:27]=O)=[C:22]2[CH2:21][CH2:20][NH:19]1.N1CCCCC1.